This data is from Forward reaction prediction with 1.9M reactions from USPTO patents (1976-2016). The task is: Predict the product of the given reaction. (1) Given the reactants [CH2:1]([O:3][C:4](=[O:20])[CH2:5][C:6]([C@@H:8]1[CH2:12][CH2:11][CH2:10][N:9]1[C:13]([O:15][C:16]([CH3:19])([CH3:18])[CH3:17])=[O:14])=O)[CH3:2].[NH2:21]/[C:22](/[CH2:29][CH2:30][CH2:31][CH:32]([CH3:34])[CH3:33])=[CH:23]\[C:24]([O:26][CH2:27][CH3:28])=[O:25].[CH:35]([C:37]1[CH:45]=[CH:44][C:40]([C:41]([OH:43])=[O:42])=[CH:39][CH:38]=1)=O.N1CCCCC1, predict the reaction product. The product is: [C:16]([O:15][C:13]([N:9]1[CH2:10][CH2:11][CH2:12][C@H:8]1[C:6]1[NH:21][C:22]([CH2:29][CH2:30][CH2:31][CH:32]([CH3:33])[CH3:34])=[C:23]([C:24]([O:26][CH2:27][CH3:28])=[O:25])[CH:35]([C:37]2[CH:45]=[CH:44][C:40]([C:41]([OH:43])=[O:42])=[CH:39][CH:38]=2)[C:5]=1[C:4]([O:3][CH2:1][CH3:2])=[O:20])=[O:14])([CH3:19])([CH3:18])[CH3:17]. (2) The product is: [Cl:1][C:13]1[C:14]2[S:21][CH:20]=[CH:19][C:15]=2[N:16]=[CH:17][N:18]=1.[CH3:11][O:10][C:8]1[CH:7]=[C:6]([NH2:12])[CH:5]=[C:4]([N:3]([CH3:22])[CH3:2])[CH:9]=1.[ClH:1].[CH3:22][N:3]([CH3:2])[C:4]1[CH:5]=[C:6]([NH:12][C:13]2[C:14]3[S:21][CH:20]=[CH:19][C:15]=3[N:16]=[CH:17][N:18]=2)[CH:7]=[C:8]([O:10][CH3:11])[CH:9]=1. Given the reactants [ClH:1].[CH3:2][N:3]([CH3:22])[C:4]1[CH:5]=[C:6]([NH:12][C:13]2[C:14]3[S:21][CH:20]=[CH:19][C:15]=3[N:16]=[CH:17][N:18]=2)[CH:7]=[C:8]([O:10][CH3:11])[CH:9]=1, predict the reaction product. (3) Given the reactants [CH:1]([O:4][C:5]([C:7]1[C:12]([C:13]([F:16])([F:15])[F:14])=[CH:11][CH:10]=[CH:9][C:8]=1/[CH:17]=[CH:18]\[C:19]([OH:21])=O)=[O:6])([CH3:3])[CH3:2].C(N(CC)CC)C.ClC(OCC)=O.[H-].[Na+].[CH3:37][C:38]1([CH3:50])[C@@:42]23[C@H:48]([CH2:49][C@@H:39]1[CH2:40][CH2:41]2)[NH:47][S:44](=[O:46])(=[O:45])[CH2:43]3, predict the reaction product. The product is: [CH3:37][C:38]1([CH3:50])[C@@:42]23[C@H:48]([CH2:49][C@@H:39]1[CH2:40][CH2:41]2)[NH:47][S:44](=[O:45])(=[O:46])[CH2:43]3.[CH:1]([O:4][C:5](=[O:6])[C:7]1[C:12]([C:13]([F:16])([F:15])[F:14])=[CH:11][CH:10]=[CH:9][C:8]=1[CH:17]=[CH:18][C:19]([N:47]1[C@H:48]2[CH2:49][C@@H:39]3[C:38]([CH3:50])([CH3:37])[C@@:42]2([CH2:41][CH2:40]3)[CH2:43][S:44]1(=[O:45])=[O:46])=[O:21])([CH3:2])[CH3:3].